Predict the reactants needed to synthesize the given product. From a dataset of Full USPTO retrosynthesis dataset with 1.9M reactions from patents (1976-2016). (1) Given the product [CH:13]([N:15]1[CH2:20][CH2:19][N:18]([C:7]2[CH:2]=[CH:3][C:4]([N+:9]([O-:11])=[O:10])=[C:5]([CH3:8])[CH:6]=2)[CH2:17][CH2:16]1)([CH3:14])[CH3:12], predict the reactants needed to synthesize it. The reactants are: F[C:2]1[CH:7]=[CH:6][C:5]([CH3:8])=[C:4]([N+:9]([O-:11])=[O:10])[CH:3]=1.[CH3:12][CH:13]([N:15]1[CH2:20][CH2:19][NH:18][CH2:17][CH2:16]1)[CH3:14].C(=O)([O-])[O-].[K+].[K+].O. (2) Given the product [Br:1][C:2]1[C:3]([Cl:10])=[N:4][CH:5]=[C:6]([CH3:8])[CH:7]=1, predict the reactants needed to synthesize it. The reactants are: [Br:1][C:2]1[C:3](N)=[N:4][CH:5]=[C:6]([CH3:8])[CH:7]=1.[ClH:10].N([O-])=O.[Na+].N. (3) The reactants are: Cl.[F:2][C:3]([F:17])([F:16])[C:4]1[CH:9]=[CH:8][CH:7]=[CH:6][C:5]=1[CH:10]1[CH2:15][CH2:14][NH:13][CH2:12][CH2:11]1.CCN(CC)CC.Cl[C:26](=[O:32])[CH2:27][C:28]([O:30][CH3:31])=[O:29]. Given the product [O:32]=[C:26]([N:13]1[CH2:12][CH2:11][CH:10]([C:5]2[CH:6]=[CH:7][CH:8]=[CH:9][C:4]=2[C:3]([F:2])([F:16])[F:17])[CH2:15][CH2:14]1)[CH2:27][C:28]([O:30][CH3:31])=[O:29], predict the reactants needed to synthesize it. (4) Given the product [NH:1]1[C:5]2[CH:6]=[CH:7][CH:8]=[C:9]([CH:10]([NH:14][CH3:13])[CH3:11])[C:4]=2[N:3]=[CH:2]1, predict the reactants needed to synthesize it. The reactants are: [NH:1]1[C:5]2[CH:6]=[CH:7][CH:8]=[C:9]([C:10](=O)[CH3:11])[C:4]=2[N:3]=[CH:2]1.[CH3:13][NH2:14].Cl.O1CCOCC1.[BH4-].[Na+]. (5) Given the product [Cl:16][C:8]1[CH:7]=[CH:6][C:5]2[N:4]=[C:3]3[C:17](=[O:18])[NH:19][C:20]([CH3:21])=[N:1][C:2]3=[C:11]([C:12]([F:13])([F:15])[F:14])[C:10]=2[CH:9]=1, predict the reactants needed to synthesize it. The reactants are: [NH2:1][C:2]1[C:3]([C:17]([NH2:19])=[O:18])=[N:4][C:5]2[C:10]([C:11]=1[C:12]([F:15])([F:14])[F:13])=[CH:9][C:8]([Cl:16])=[CH:7][CH:6]=2.[C:20](CC(=O)C)(=O)[CH3:21]. (6) Given the product [Cl:27][C:22]1[CH:21]=[C:20]([CH:25]=[CH:24][C:23]=1[F:26])[NH:19][C:13]1[C:12]2[C:17](=[CH:18][C:9]([OH:8])=[CH:10][C:11]=2[O:28][CH2:29][C@H:30]2[CH2:34][CH2:33][CH2:32][NH:31]2)[N:16]=[CH:15][N:14]=1, predict the reactants needed to synthesize it. The reactants are: C([O:8][C:9]1[CH:18]=[C:17]2[C:12]([C:13]([NH:19][C:20]3[CH:25]=[CH:24][C:23]([F:26])=[C:22]([Cl:27])[CH:21]=3)=[N:14][CH:15]=[N:16]2)=[C:11]([O:28][CH2:29][C@H:30]2[CH2:34][CH2:33][CH2:32][N:31]2C(OC(C)(C)C)=O)[CH:10]=1)C1C=CC=CC=1.C(=O)([O-])O.[Na+]. (7) Given the product [C:1]([O:5][C:6](=[O:37])[N:7]([CH2:12][C:13]1[CH:14]=[N:15][C:16]([C:19]2[S:27][C:26]3[C:21](=[N:22][CH:23]=[CH:24][C:25]=3[O:28][C:29]3[CH:34]=[CH:33][C:32]([NH:35][C:45]([NH:44][S:41]([CH:38]4[CH2:40][CH2:39]4)(=[O:43])=[O:42])=[O:46])=[CH:31][C:30]=3[F:36])[CH:20]=2)=[CH:17][CH:18]=1)[CH2:8][CH2:9][O:10][CH3:11])([CH3:4])([CH3:2])[CH3:3], predict the reactants needed to synthesize it. The reactants are: [C:1]([O:5][C:6](=[O:37])[N:7]([CH2:12][C:13]1[CH:14]=[N:15][C:16]([C:19]2[S:27][C:26]3[C:21](=[N:22][CH:23]=[CH:24][C:25]=3[O:28][C:29]3[CH:34]=[CH:33][C:32]([NH2:35])=[CH:31][C:30]=3[F:36])[CH:20]=2)=[CH:17][CH:18]=1)[CH2:8][CH2:9][O:10][CH3:11])([CH3:4])([CH3:3])[CH3:2].[CH:38]1([S:41]([NH:44][C:45](=O)[O:46]CC)(=[O:43])=[O:42])[CH2:40][CH2:39]1. (8) The reactants are: [H-].[Na+].[I-].[CH3:4][S+](C)C.[Br:8][C:9]1[CH:14]=[C:13]([O:15][C:16]2[CH:21]=[CH:20][C:19]([Cl:22])=[CH:18][CH:17]=2)[CH:12]=[CH:11][C:10]=1[C:23](=[O:25])[CH3:24]. Given the product [Br:8][C:9]1[CH:14]=[C:13]([O:15][C:16]2[CH:21]=[CH:20][C:19]([Cl:22])=[CH:18][CH:17]=2)[CH:12]=[CH:11][C:10]=1[C:23]1([CH3:4])[CH2:24][O:25]1, predict the reactants needed to synthesize it. (9) Given the product [N+:1](=[CH:3][C:24]([C:22]1[O:23][C:19]([CH2:18][CH2:17][CH2:16][CH2:15][C:9]2[CH:10]=[CH:11][CH:12]=[CH:13][CH:14]=2)=[CH:20][CH:21]=1)=[O:25])=[N-:2], predict the reactants needed to synthesize it. The reactants are: [N+:1](=[CH2:3])=[N-:2].CCOCC.[C:9]1([CH2:15][CH2:16][CH2:17][CH2:18][C:19]2[O:23][C:22]([C:24](Cl)=[O:25])=[CH:21][CH:20]=2)[CH:14]=[CH:13][CH:12]=[CH:11][CH:10]=1.